From a dataset of Forward reaction prediction with 1.9M reactions from USPTO patents (1976-2016). Predict the product of the given reaction. (1) Given the reactants Cl[C:2]([O:4][CH2:5][CH3:6])=[O:3].[C:7]1(=[O:13])[NH:11][C:10](=[O:12])[CH2:9][CH2:8]1.C(N(CC)CC)C.CO, predict the reaction product. The product is: [CH2:5]([O:4][C:2]([N:11]1[C:7](=[O:13])[CH2:8][CH2:9][C:10]1=[O:12])=[O:3])[CH3:6]. (2) Given the reactants [CH2:1]([O:8][N:9]1[C:15](=[O:16])[N:14]2[CH2:17][C@H:10]1[CH2:11][CH2:12][C@H:13]2[C:18]([OH:20])=O)[C:2]1[CH:7]=[CH:6][CH:5]=[CH:4][CH:3]=1.[NH2:21][O:22][C@@H:23]1[CH2:28][CH2:27][CH2:26][N:25]([C:29]([O:31][C:32]([CH3:35])([CH3:34])[CH3:33])=[O:30])[CH2:24]1.ON1C2C=CC=CC=2N=N1.Cl.C(N=C=NCCCN(C)C)C, predict the reaction product. The product is: [CH2:1]([O:8][N:9]1[C:15](=[O:16])[N:14]2[CH2:17][C@H:10]1[CH2:11][CH2:12][C@H:13]2[C:18]([NH:21][O:22][C@@H:23]1[CH2:28][CH2:27][CH2:26][N:25]([C:29]([O:31][C:32]([CH3:35])([CH3:34])[CH3:33])=[O:30])[CH2:24]1)=[O:20])[C:2]1[CH:3]=[CH:4][CH:5]=[CH:6][CH:7]=1. (3) Given the reactants [C:1]1([CH2:7][C:8]([CH2:10][C:11]2[CH:16]=[CH:15][CH:14]=[CH:13][CH:12]=2)=[O:9])[CH:6]=[CH:5][CH:4]=[CH:3][CH:2]=1.[BH4-].[Na+].Cl, predict the reaction product. The product is: [C:11]1([CH2:10][CH:8]([OH:9])[CH2:7][C:1]2[CH:2]=[CH:3][CH:4]=[CH:5][CH:6]=2)[CH:16]=[CH:15][CH:14]=[CH:13][CH:12]=1. (4) Given the reactants CC([N:5]([C@H:9]([C@@H:17]([OH:20])[CH2:18][Cl:19])[CH2:10][C:11]1[CH:16]=[CH:15][CH:14]=[CH:13][CH:12]=1)[C:6](=[O:8])[O-])(C)C.[CH3:21][O:22][C:23]([NH:25][C@H:26](C(O)=O)[C:27]([CH3:30])([CH3:29])[CH3:28])=[O:24], predict the reaction product. The product is: [CH3:21][O:22][C:23](=[O:24])[NH:25][C@@H:26]([C:27]([CH3:30])([CH3:29])[CH3:28])[C:6]([NH:5][C@H:9]([C@@H:17]([OH:20])[CH2:18][Cl:19])[CH2:10][C:11]1[CH:12]=[CH:13][CH:14]=[CH:15][CH:16]=1)=[O:8]. (5) Given the reactants Br[CH2:2][C:3]([C:5]1[CH:10]=[CH:9][C:8]([CH3:11])=[CH:7][CH:6]=1)=[O:4].[C:12]([OH:18])(=[O:17])[C:13]([CH3:16])([CH3:15])[CH3:14].C(=O)([O-])[O-].[K+].[K+], predict the reaction product. The product is: [CH3:14][C:13]([CH3:16])([CH3:15])[C:12]([O:18][CH2:2][C:3]([C:5]1[CH:10]=[CH:9][C:8]([CH3:11])=[CH:7][CH:6]=1)=[O:4])=[O:17].